Predict the reactants needed to synthesize the given product. From a dataset of Full USPTO retrosynthesis dataset with 1.9M reactions from patents (1976-2016). Given the product [OH:4][C@H:3]([C:5]1[CH:6]=[CH:7][C:8]([O:23][CH2:24][C:25]2[CH:30]=[CH:29][CH:28]=[CH:27][CH:26]=2)=[C:9]([N:11]([CH2:16][C:17]2[CH:22]=[CH:21][CH:20]=[CH:19][CH:18]=2)[S:12]([CH3:15])(=[O:14])=[O:13])[CH:10]=1)[CH2:2][NH:47][C@@H:46]([C:40]1[CH:45]=[CH:44][CH:43]=[CH:42][CH:41]=1)[CH2:48][OH:49], predict the reactants needed to synthesize it. The reactants are: Br[CH2:2][C:3]([C:5]1[CH:6]=[CH:7][C:8]([O:23][CH2:24][C:25]2[CH:30]=[CH:29][CH:28]=[CH:27][CH:26]=2)=[C:9]([N:11]([CH2:16][C:17]2[CH:22]=[CH:21][CH:20]=[CH:19][CH:18]=2)[S:12]([CH3:15])(=[O:14])=[O:13])[CH:10]=1)=[O:4].C(N(CC)C(C)C)(C)C.[C:40]1([C@@H:46]([CH2:48][OH:49])[NH2:47])[CH:45]=[CH:44][CH:43]=[CH:42][CH:41]=1.